From a dataset of Full USPTO retrosynthesis dataset with 1.9M reactions from patents (1976-2016). Predict the reactants needed to synthesize the given product. Given the product [O:1]1[CH:5]=[CH:4][CH:3]=[C:2]1[C:6]([N:8]1[C:17]2[C:12](=[CH:13][CH:14]=[C:15]([C:18]3[CH:23]=[CH:22][C:21]([S:24]([CH3:27])(=[O:25])=[O:26])=[CH:20][CH:19]=3)[CH:16]=2)[N:11]([S:39]([CH3:38])(=[O:41])=[O:40])[C@@H:10]([CH3:28])[CH2:9]1)=[O:7], predict the reactants needed to synthesize it. The reactants are: [O:1]1[CH:5]=[CH:4][CH:3]=[C:2]1[C:6]([N:8]1[C:17]2[C:12](=[CH:13][CH:14]=[C:15]([C:18]3[CH:23]=[CH:22][C:21]([S:24]([CH3:27])(=[O:26])=[O:25])=[CH:20][CH:19]=3)[CH:16]=2)[NH:11][C@@H:10]([CH3:28])[CH2:9]1)=[O:7].C(N(CC)C(C)C)(C)C.[CH3:38][S:39](O[S:39]([CH3:38])(=[O:41])=[O:40])(=[O:41])=[O:40].C(Cl)(=O)C1C=CC=CC=1.